Dataset: Forward reaction prediction with 1.9M reactions from USPTO patents (1976-2016). Task: Predict the product of the given reaction. (1) Given the reactants [CH3:1][C:2]1[CH:7]=[CH:6][C:5]([S:8](Cl)(=[O:10])=[O:9])=[CH:4][CH:3]=1.Cl[C:13]1[N:14]=[C:15]([Cl:22])[C:16]2[CH:21]=[CH:20][NH:19][C:17]=2[N:18]=1.[OH-].[Na+], predict the reaction product. The product is: [Cl:22][C:15]1[C:16]2[CH:21]=[CH:20][N:19]([S:8]([C:5]3[CH:6]=[CH:7][C:2]([CH3:1])=[CH:3][CH:4]=3)(=[O:10])=[O:9])[C:17]=2[N:18]=[CH:13][N:14]=1. (2) Given the reactants [CH2:1]([O:8][C:9]1[C:14]([N+:15]([O-])=O)=[CH:13][CH:12]=[CH:11][N:10]=1)[C:2]1[CH:7]=[CH:6][CH:5]=[CH:4][CH:3]=1, predict the reaction product. The product is: [CH2:1]([O:8][C:9]1[C:14]([NH2:15])=[CH:13][CH:12]=[CH:11][N:10]=1)[C:2]1[CH:3]=[CH:4][CH:5]=[CH:6][CH:7]=1. (3) The product is: [F:1][CH:2]([F:26])[C:3]1[C:8]([F:9])=[CH:7][C:6]([C:10]2[C:19]3[C:14](=[CH:15][C:16]([S:20]([NH:32][C:28]4[S:27][CH:31]=[CH:30][N:29]=4)(=[O:22])=[O:21])=[CH:17][CH:18]=3)[N:13]=[CH:12][N:11]=2)=[C:5]([O:24][CH3:25])[CH:4]=1. Given the reactants [F:1][CH:2]([F:26])[C:3]1[C:8]([F:9])=[CH:7][C:6]([C:10]2[C:19]3[C:14](=[CH:15][C:16]([S:20](Cl)(=[O:22])=[O:21])=[CH:17][CH:18]=3)[N:13]=[CH:12][N:11]=2)=[C:5]([O:24][CH3:25])[CH:4]=1.[S:27]1[CH:31]=[CH:30][N:29]=[C:28]1[NH2:32].CN1C=CN=C1, predict the reaction product.